This data is from Experimentally validated miRNA-target interactions with 360,000+ pairs, plus equal number of negative samples. The task is: Binary Classification. Given a miRNA mature sequence and a target amino acid sequence, predict their likelihood of interaction. (1) The miRNA is hsa-miR-3193 with sequence UCCUGCGUAGGAUCUGAGGAGU. The protein sequence of the target gene is MAAPALRLCHIAFHVPAGQPLARNLQRLFGFQPLASREVDGWRQLALRSGDAVFLVNEGAGSGEPLYGLDPRHAVPSATNLCFDVADAGAATRELAALGCSVPVPPVRVRDAQGAATYAVVSSPAGILSLTLLERAGYRGPFLPGFRPVSSAPGPGWVSRVDHLTLACTPGSSPTLLRWFHDCLGFCHLPLSPGEDPELGLEMTAGFGLGGLRLTALQAQPGSIVPTLVLAESLPGATTRQDQVEQFLARHKGPGLQHVGLYTPNIVEATEGVATAGGQFLAPPGAYYQQPGKERQIRAA.... Result: 0 (no interaction). (2) The miRNA is hsa-miR-4505 with sequence AGGCUGGGCUGGGACGGA. The protein sequence of the target gene is MSWKRNYFSGGRGSVQGMFAPRSSTSIAPSKGLSNEPGQNSCFLNSALQVLWHLDIFRRSFRQLTTHKCMGDSCIFCALKGIFNQFQCSSEKVLPSDTLRSALAKTFQDEQRFQLGIMDDAAECFENLLMRIHFHIADETKEDICTAQHCISHQKFAMTLFEQCVCTSCGATSDPLPFIQMVHYISTTSLCNQAICMLERREKPSPSMFGELLQNASTMGDLRNCPSNCGERIRIRRVLMNAPQIITIGLVWDSDHSDLAEDVIHSLGTCLKLGDLFFRVTDDRAKQSELYLVGMICYYG.... Result: 0 (no interaction). (3) The miRNA is hsa-miR-598-3p with sequence UACGUCAUCGUUGUCAUCGUCA. The protein sequence of the target gene is MGNLLKVLTREIENYPHFFLDFENAQPTEGEREIWNQISAVLQDSESILADLQAYKGAGPEIRDAIQNPNDIQLQEKAWNAVCPLVVRLKRFYEFSIRLEKALQSLLESLTCPPYTPTQHLEREQALAKEFAEILHFTLRFDELKMRNPAIQNDFSYYRRTISRNRINNMHLDIENEVNNEMANRMSLFYAEATPMLKTLSNATMHFVSENKTLPIENTTDCLSTMTSVCKVMLETPEYRSRFTSEETLMFCMRVMVGVIILYDHVHPVGAFCKTSKIDMKGCIKVLKEQAPDSVEGLLN.... Result: 0 (no interaction). (4) The miRNA is hsa-miR-4725-3p with sequence UGGGGAAGGCGUCAGUGUCGGG. The protein sequence of the target gene is MQQTRTEAVAGAFSRCLGFCGMRLGLLLLARHWCIAGVFPQKFDGDSAYVGMSDGNPELLSTSQTYNGQSENNEDYEIPPITPPNLPEPSLLHLGDHEASYHSLCHGLTPNGLLPAYSYQAMDLPAIMVSNMLAQDSHLLSGQLPTIQEMVHSEVAAYDSGRPGPLLGRPAMLASHMSALSQSQLISQMGIRSSIAHSSPSPPGSKSATPSPSSSTQEEESEVHFKISGEKRPSADPGKKAKNPKKKKKKDPNEPQKPVSAYALFFRDTQAAIKGQNPSATFGDVSKIVASMWDSLGEEQ.... Result: 0 (no interaction). (5) The miRNA is hsa-miR-7158-5p with sequence GGCUCAAUCUCUGGUCCUGCAGCC. The protein sequence of the target gene is MRAVLAREMDGRRVLGRFWSGWRRGLGVRPVPEDAGFGTEARHQRQPRGSCQRSGPLGDQPFAGLLPKNLSREELVDALRAAVVDRKGPLVTLNKPQGLPVTGKPGELTLFSVLPELSQSLGLREQELQVVRASGKESSGLVLLSSCPQTASRLQKYFTHARRAQRPTATYCAVTDGIPAASEGKIQAALKLEHIDGVNLTVPVKAPSRKDILEGVKKTLSHFRVVATGSGCALVQLQPLTVFSSQLQVHMVLQLCPVLGDHMYSARVGTVLGQRFLLPAENNKPQRQVLDEALLRRLHL.... Result: 0 (no interaction). (6) The miRNA is mmu-miR-335-3p with sequence UUUUUCAUUAUUGCUCCUGACC. The protein sequence of the target gene is MDRSREAEMELRRGPSPPRAGRSHEVDGDKAACHSCCICGKSFPFQSSLSQHMRKHTGEKPYKCPYCDHRASQKGNLKIHIRSHRTGTLIQGHEPEAGEAQLGEMRVSEGLDGCASPTKSTSACNRVLNGAVPMDGSKILLRSSRKEVEGAASAQEDTEATVPCSFCKSRFERKKDLELHVHQAHKPFKCRLCSYVTLREESLLSHIERDHITAQVPNGSEACVENGKPELSPGEFPCEVCGQAFSQTWFLKAHMKKHRGSFDHGCHICGRRFKEPWFLKNHMKAHGPKAGSKNRPKSEL.... Result: 1 (interaction). (7) The miRNA is ath-miR164b-5p with sequence UGGAGAAGCAGGGCACGUGCA. The protein sequence of the target gene is MTSPHFSSYDEGPLDVSMAATNLENQLHSAQKNLLFLQREHASTLKGLHSEIRRLQQHCTDLTYELTVKSSEQTGDGTSKSSELKKRCEELEAQLKVKENENAELLKELEQKNAMITVLENTIKEREKKYLEELKAKSHKLTLLSSELEQRASTIAYLTSQLHAAKKKLMSSSGTSDASPSGSPVLASYKPAPPKDKLPETPRRRMKKSLSAPLHPEFEEVYRFGAESRKLLLREPVDAMPDPTPFLLARESAEVHLIKERPLVIPPIASDRSGEQHSPAREKPHKAHVGVAHRIHHATP.... Result: 0 (no interaction). (8) The miRNA is mmu-miR-148a-3p with sequence UCAGUGCACUACAGAACUUUGU. The protein sequence of the target gene is MWERRGRGESAAGTAAVASRNASGLRPPPAILPTSMCQPPGIMQFEESQLGAQAPRATQPPDLRPMETFLTGEPKALGTVQILIGLIHLGFGSVLLMVRRGHLGMLFIEGGVPFWGGACFIISGSLSVAAERNHTSCLLKSSLGTNILSAMAAFAGTAILLMDFGVTNWDVGRGYLAVLTIFTILEFFIAVIATHFGCQATRAQTNASVIFLPNAFGTDFNIPSPAVSPPPAYDNVAYMPKESSE. Result: 1 (interaction). (9) The miRNA is hsa-miR-4649-3p with sequence UCUGAGGCCUGCCUCUCCCCA. The protein sequence of the target gene is MLFWHTQPEHYNQHNSGSYLRDVLALPIFKQEEPQLSPENEARLPPLQYVLCAATSPAVKLHEETLTYLNQGQSYEIRLLENRKLGDFQDLNTKYVKSIIRVVFHDRRLQYTEHQQLEGWRWSRPGDRILDIDIPLSVGILDPRASPTQLNAVEFLWDPAKRASAFIQVHCISTEFTPRKHGGEKGVPFRVQIDTFKQNENGEYTEHLHSASCQIKVFKPKGADRKQKTDREKMEKRTAQEKEKYQPSYETTILTECSPWPDVAYQVNSAPSPSYNGSPNSFGLGEGNASPTHPVEALPV.... Result: 1 (interaction).